From a dataset of Forward reaction prediction with 1.9M reactions from USPTO patents (1976-2016). Predict the product of the given reaction. (1) Given the reactants Cl[C:2]1[N:7]=[C:6]([NH:8][CH2:9][C:10]([O:12][CH2:13][CH3:14])=[O:11])[CH:5]=[N:4][CH:3]=1.C(=O)([O-])[O-].[K+].[K+].[H][H], predict the reaction product. The product is: [N:7]1[CH:2]=[CH:3][N:4]=[CH:5][C:6]=1[NH:8][CH2:9][C:10]([O:12][CH2:13][CH3:14])=[O:11]. (2) Given the reactants [NH2:1][C@@H:2]1[CH2:11][C:10]2[N:9]=[CH:8][C:7]([NH:12][C:13](=[O:22])[C:14]3[C:19]([Cl:20])=[CH:18][CH:17]=[CH:16][C:15]=3[Cl:21])=[CH:6][C:5]=2[N:4]([S:23]([C:26]2[CH:27]=[C:28]([CH3:32])[CH:29]=[CH:30][CH:31]=2)(=[O:25])=[O:24])[CH2:3]1.Cl[C:34]([O:36][CH3:37])=[O:35].C(N(CC)CC)C, predict the reaction product. The product is: [Cl:21][C:15]1[CH:16]=[CH:17][CH:18]=[C:19]([Cl:20])[C:14]=1[C:13]([NH:12][C:7]1[CH:6]=[C:5]2[C:10]([CH2:11][C@@H:2]([NH:1][C:34](=[O:35])[O:36][CH3:37])[CH2:3][N:4]2[S:23]([C:26]2[CH:27]=[C:28]([CH3:32])[CH:29]=[CH:30][CH:31]=2)(=[O:24])=[O:25])=[N:9][CH:8]=1)=[O:22]. (3) Given the reactants [OH:1][C:2]1[CH:7]=[CH:6][C:5]([C@H:8]2[CH2:13][CH2:12][C@H:11]([N:14]([CH2:18][CH2:19][CH2:20][C:21]3[CH:26]=[CH:25][CH:24]=[CH:23][CH:22]=3)[C:15](=O)[CH3:16])[CH2:10][CH2:9]2)=[CH:4][CH:3]=1.[H-].[H-].[H-].[H-].[Li+].[Al+3], predict the reaction product. The product is: [CH2:15]([N:14]([C@H:11]1[CH2:10][CH2:9][C@H:8]([C:5]2[CH:6]=[CH:7][C:2]([OH:1])=[CH:3][CH:4]=2)[CH2:13][CH2:12]1)[CH2:18][CH2:19][CH2:20][C:21]1[CH:26]=[CH:25][CH:24]=[CH:23][CH:22]=1)[CH3:16]. (4) Given the reactants C[Mg]Cl.[F:4][C:5]1[CH:12]=[CH:11][C:8]([CH:9]=[O:10])=[CH:7][C:6]=1[O:13][CH3:14].[Cl-].[NH4+].[C:17](OCC)(=O)C, predict the reaction product. The product is: [F:4][C:5]1[CH:12]=[CH:11][C:8]([CH:9]([OH:10])[CH3:17])=[CH:7][C:6]=1[O:13][CH3:14]. (5) Given the reactants C(N1CC[CH2:6][CH:5](CCN2C(OC)=NC3C2=NC(O[C@@H](C)CCC)=NC=3N)[CH2:4]1)C.[CH3:29][C@H:30]([O:34][C:35]1[N:43]=[C:42]2[C:38]([N:39]=[C:40]([O:52][CH3:53])[N:41]2[CH2:44][CH2:45][CH:46]2[CH2:51][CH2:50][NH:49][CH2:48][CH2:47]2)=[C:37]([NH2:54])[N:36]=1)[CH2:31][CH2:32][CH3:33].IC(C)C, predict the reaction product. The product is: [CH3:29][C@H:30]([O:34][C:35]1[N:43]=[C:42]2[C:38]([N:39]=[C:40]([O:52][CH3:53])[N:41]2[CH2:44][CH2:45][CH:46]2[CH2:47][CH2:48][N:49]([CH:5]([CH3:6])[CH3:4])[CH2:50][CH2:51]2)=[C:37]([NH2:54])[N:36]=1)[CH2:31][CH2:32][CH3:33]. (6) Given the reactants Br[C:2]1[C:11]2[C:6](=[CH:7][CH:8]=[C:9]([O:12][CH3:13])[CH:10]=2)[C:5](=[O:14])[N:4]([C:15]2[CH:20]=[CH:19][C:18]([O:21][CH3:22])=[CH:17][CH:16]=2)[CH:3]=1.C(=O)([O-])[O-].[K+].[K+].[F:29][C:30]([F:41])([F:40])[C:31]1[CH:36]=[CH:35][C:34](B(O)O)=[CH:33][CH:32]=1, predict the reaction product. The product is: [CH3:13][O:12][C:9]1[CH:10]=[C:11]2[C:6](=[CH:7][CH:8]=1)[C:5](=[O:14])[N:4]([C:15]1[CH:20]=[CH:19][C:18]([O:21][CH3:22])=[CH:17][CH:16]=1)[CH:3]=[C:2]2[C:34]1[CH:35]=[CH:36][C:31]([C:30]([F:41])([F:40])[F:29])=[CH:32][CH:33]=1. (7) Given the reactants F[C:2]1[CH:3]=[CH:4][C:5]([N+:27]([O-:29])=[O:28])=[C:6]([C:8]2[CH:9]=[C:10]([CH:24]=[CH:25][N:26]=2)[C:11]([NH:13][C@@H:14]2[C:23]3[C:18](=[CH:19][CH:20]=[CH:21][CH:22]=3)[CH2:17][CH2:16][CH2:15]2)=[O:12])[CH:7]=1.[CH2:30]([NH:32][CH2:33][CH3:34])[CH3:31].C([O-])([O-])=O.[K+].[K+], predict the reaction product. The product is: [CH2:30]([N:32]([CH2:33][CH3:34])[C:2]1[CH:3]=[CH:4][C:5]([N+:27]([O-:29])=[O:28])=[C:6]([C:8]2[CH:9]=[C:10]([CH:24]=[CH:25][N:26]=2)[C:11]([NH:13][C@@H:14]2[C:23]3[C:18](=[CH:19][CH:20]=[CH:21][CH:22]=3)[CH2:17][CH2:16][CH2:15]2)=[O:12])[CH:7]=1)[CH3:31].